This data is from Forward reaction prediction with 1.9M reactions from USPTO patents (1976-2016). The task is: Predict the product of the given reaction. (1) Given the reactants Br[CH2:2][CH2:3][CH2:4][CH2:5][C:6]#[C:7][C:8]1[CH:13]=[CH:12][CH:11]=[CH:10][N:9]=1.[NH:14]1[C:18]2[CH:19]=[CH:20][CH:21]=[CH:22][C:17]=2[N:16]=[N:15]1, predict the reaction product. The product is: [N:9]1[CH:10]=[CH:11][CH:12]=[CH:13][C:8]=1[C:7]#[C:6][CH2:5][CH2:4][CH2:3][CH2:2][N:15]1[N:16]=[C:17]2[CH:22]=[CH:21][CH:20]=[CH:19][C:18]2=[N:14]1. (2) Given the reactants [NH:1]1[C:9]2[C:4](=[CH:5][CH:6]=[CH:7][C:8]=2[NH2:10])[CH:3]=[CH:2]1.N1C=CC=CC=1.[CH3:17][S:18](Cl)(=[O:20])=[O:19], predict the reaction product. The product is: [NH:1]1[C:9]2[C:4](=[CH:5][CH:6]=[CH:7][C:8]=2[NH:10][S:18]([CH3:17])(=[O:20])=[O:19])[CH:3]=[CH:2]1.